Dataset: Full USPTO retrosynthesis dataset with 1.9M reactions from patents (1976-2016). Task: Predict the reactants needed to synthesize the given product. (1) The reactants are: [CH:1]1([CH2:4][OH:5])[CH2:3][CH2:2]1.[H-].[Na+].Cl[C:9]1[CH:10]=[CH:11][C:12]2[CH2:13][N:14]([C:20]([O:22][C:23]([CH3:26])([CH3:25])[CH3:24])=[O:21])[CH2:15][CH2:16][O:17][C:18]=2[N:19]=1.O. Given the product [CH:1]1([CH2:4][O:5][C:9]2[CH:10]=[CH:11][C:12]3[CH2:13][N:14]([C:20]([O:22][C:23]([CH3:26])([CH3:25])[CH3:24])=[O:21])[CH2:15][CH2:16][O:17][C:18]=3[N:19]=2)[CH2:3][CH2:2]1, predict the reactants needed to synthesize it. (2) Given the product [CH2:10]([O:17][C:18]([N:5]([CH2:6][C:7]([OH:9])=[O:8])[CH2:4][C:1]([OH:3])=[O:2])=[O:19])[C:11]1[CH:16]=[CH:15][CH:14]=[CH:13][CH:12]=1, predict the reactants needed to synthesize it. The reactants are: [C:1]([CH2:4][NH:5][CH2:6][C:7]([OH:9])=[O:8])([OH:3])=[O:2].[CH2:10]([O:17][C:18](Cl)=[O:19])[C:11]1[CH:16]=[CH:15][CH:14]=[CH:13][CH:12]=1. (3) Given the product [C:1]([O:5][C:6]([N:8]1[CH2:17][CH2:16][C:15]2[C:10](=[CH:11][CH:12]=[C:13]([CH:18]([NH:20][C:22]([O:24][CH3:25])=[O:23])[CH3:19])[CH:14]=2)[CH2:9]1)=[O:7])([CH3:4])([CH3:2])[CH3:3], predict the reactants needed to synthesize it. The reactants are: [C:1]([O:5][C:6]([N:8]1[CH2:17][CH2:16][C:15]2[C:10](=[CH:11][CH:12]=[C:13]([CH:18]([NH2:20])[CH3:19])[CH:14]=2)[CH2:9]1)=[O:7])([CH3:4])([CH3:3])[CH3:2].Cl[C:22]([O:24][CH3:25])=[O:23]. (4) Given the product [CH:1]1([N:6]2[CH2:11][CH2:10][CH:9]([O:12][C:13]3[N:14]=[CH:15][C:16]([C:19]4[CH:20]=[CH:21][C:22](=[O:25])[NH:23][CH:24]=4)=[CH:17][N:18]=3)[CH2:8][CH2:7]2)[CH2:2][CH2:3][CH2:4][CH2:5]1, predict the reactants needed to synthesize it. The reactants are: [CH:1]1([N:6]2[CH2:11][CH2:10][CH:9]([O:12][C:13]3[N:18]=[CH:17][C:16]([C:19]4[CH:20]=[CH:21][C:22]([O:25]CC5C=CC=CC=5)=[N:23][CH:24]=4)=[CH:15][N:14]=3)[CH2:8][CH2:7]2)[CH2:5][CH2:4][CH2:3][CH2:2]1.[H][H]. (5) Given the product [C:1]([C:3]1[CH:19]=[CH:18][C:6]([CH2:7][N:8]([CH3:17])[CH2:9][C:10]([O:12][C:13]([CH3:14])([CH3:15])[CH3:16])=[O:11])=[C:5]([CH2:20][CH3:21])[CH:4]=1)#[N:2], predict the reactants needed to synthesize it. The reactants are: [C:1]([C:3]1[CH:19]=[CH:18][C:6]([CH2:7][N:8]([CH3:17])[CH2:9][C:10]([O:12][C:13]([CH3:16])([CH3:15])[CH3:14])=[O:11])=[C:5]([CH:20]=[CH2:21])[CH:4]=1)#[N:2]. (6) The reactants are: [NH2:1][C:2]1[CH:11]=[CH:10][C:5]([C:6]([O:8][CH3:9])=[O:7])=[CH:4][C:3]=1[O:12][CH3:13].[Cl:14][C:15]1[CH:28]=[CH:27][C:18]2[S:19][C:20]([S:23](Cl)(=[O:25])=[O:24])=[C:21]([CH3:22])[C:17]=2[CH:16]=1. Given the product [Cl:14][C:15]1[CH:28]=[CH:27][C:18]2[S:19][C:20]([S:23]([NH:1][C:2]3[CH:11]=[CH:10][C:5]([C:6]([O:8][CH3:9])=[O:7])=[CH:4][C:3]=3[O:12][CH3:13])(=[O:24])=[O:25])=[C:21]([CH3:22])[C:17]=2[CH:16]=1, predict the reactants needed to synthesize it.